Predict the product of the given reaction. From a dataset of Forward reaction prediction with 1.9M reactions from USPTO patents (1976-2016). (1) Given the reactants [CH3:1][O:2][C:3]1[CH:4]=[CH:5][C:6]([C:10]#[C:11][CH:12]([CH3:14])[CH3:13])=[C:7]([CH:9]=1)[NH2:8], predict the reaction product. The product is: [CH:12]([C:11]1[NH:8][C:7]2[C:6]([CH:10]=1)=[CH:5][CH:4]=[C:3]([O:2][CH3:1])[CH:9]=2)([CH3:14])[CH3:13]. (2) Given the reactants [S:1]1[C:5]2=[N:6][CH:7]=[CH:8][CH:9]=[C:4]2[CH:3]=[C:2]1[NH:10][S:11]([C:14]1[CH:19]=[CH:18][CH:17]=[CH:16][CH:15]=1)(=[O:13])=[O:12].[Cl:20]N1C(=O)CCC1=O.C(OCC)(=O)C, predict the reaction product. The product is: [Cl:20][C:3]1[C:4]2[C:5](=[N:6][CH:7]=[CH:8][CH:9]=2)[S:1][C:2]=1[NH:10][S:11]([C:14]1[CH:15]=[CH:16][CH:17]=[CH:18][CH:19]=1)(=[O:12])=[O:13]. (3) Given the reactants [CH2:1]([C:3]1[S:4][C:5]([CH:13]([CH2:16][CH3:17])[CH2:14][CH3:15])=[CH:6][C:7]=1[C:8](OCC)=[O:9])[CH3:2].[H-].C([Al+]CC(C)C)C(C)C.C1(C)C=CC=CC=1.Cl, predict the reaction product. The product is: [CH2:1]([C:3]1[S:4][C:5]([CH:13]([CH2:14][CH3:15])[CH2:16][CH3:17])=[CH:6][C:7]=1[CH:8]=[O:9])[CH3:2].